The task is: Predict the reaction yield, written as a fraction of the theoretical maximum amount of product (1.0 means a 100% yield; for example, 0.34 means a 34% yield).. This data is from Reaction yield outcomes from USPTO patents with 853,638 reactions. (1) The reactants are [C:1]([CH:5]1[CH2:10][CH2:9][N:8]([S:11]([C:14]2[CH:19]=[CH:18][C:17]([N+:20]([O-])=O)=[CH:16][CH:15]=2)(=[O:13])=[O:12])[CH2:7][CH2:6]1)([CH3:4])([CH3:3])[CH3:2].CO.[BH4-].[Na+]. The catalyst is [Ni].C(Cl)Cl. The product is [C:1]([CH:5]1[CH2:10][CH2:9][N:8]([S:11]([C:14]2[CH:19]=[CH:18][C:17]([NH2:20])=[CH:16][CH:15]=2)(=[O:13])=[O:12])[CH2:7][CH2:6]1)([CH3:4])([CH3:2])[CH3:3]. The yield is 0.850. (2) The reactants are [C:1]([C:5]1[CH:12]=[CH:11][C:8]([CH:9]=O)=[CH:7][CH:6]=1)([CH3:4])([CH3:3])[CH3:2].Cl.[F:14][C:15]1[C:20]([C:21]([F:24])([F:23])[F:22])=[CH:19][CH:18]=[CH:17][C:16]=1[CH2:25][CH2:26][NH2:27].C(=O)([O-])[O-].[K+].[K+].[BH4-].[Na+].Cl. The catalyst is CO. The product is [C:1]([C:5]1[CH:12]=[CH:11][C:8]([CH2:9][NH:27][CH2:26][CH2:25][C:16]2[CH:17]=[CH:18][CH:19]=[C:20]([C:21]([F:22])([F:23])[F:24])[C:15]=2[F:14])=[CH:7][CH:6]=1)([CH3:4])([CH3:3])[CH3:2]. The yield is 0.750. (3) The reactants are OS([C:5](F)(F)F)(=O)=O.[N:9]1[C:18]2[C:13](=[CH:14]C=CN=2)[CH:12]=[CH:11][CH:10]=1.C([Sn](CCCC)(CCCC)[C:24](=[CH2:29])[C:25]([O:27][CH3:28])=[O:26])CCC.[Cl-:38].[Li+].[I-].[CH3:41][N:42]([CH:44]=[O:45])C. The catalyst is C1C=CC([P]([Pd]([P](C2C=CC=CC=2)(C2C=CC=CC=2)C2C=CC=CC=2)([P](C2C=CC=CC=2)(C2C=CC=CC=2)C2C=CC=CC=2)[P](C2C=CC=CC=2)(C2C=CC=CC=2)C2C=CC=CC=2)(C2C=CC=CC=2)C2C=CC=CC=2)=CC=1. The product is [Cl:38][C:11]1[CH:10]=[N:9][C:18]2[C:41]([C:12]=1[C:24](=[CH2:29])[C:25]([O:27][CH3:28])=[O:26])=[N:42][C:44]([O:45][CH3:5])=[CH:14][CH:13]=2. The yield is 0.520. (4) The reactants are Cl[C:2]1[N:6]([CH3:7])[N:5]=[CH:4][C:3]=1[N+:8]([O-:10])=[O:9].[CH3:11][NH:12][CH3:13]. No catalyst specified. The product is [CH3:11][N:12]([CH3:13])[C:2]1[N:6]([CH3:7])[N:5]=[CH:4][C:3]=1[N+:8]([O-:10])=[O:9]. The yield is 1.00. (5) The reactants are [NH2:1][CH2:2][C:3]1[CH:8]=[CH:7][C:6]([C:9]([NH:11][C:12]2[CH:17]=[CH:16][CH:15]=[CH:14][C:13]=2[C:18](=[O:27])[NH:19][C:20]2[CH:25]=[CH:24][C:23]([Cl:26])=[CH:22][N:21]=2)=[O:10])=[CH:5][CH:4]=1.I.CS[C:31]1[NH:32][CH2:33][CH2:34][N:35]=1.C(N(CC)CC)C. The catalyst is CN(C=O)C. The product is [Cl:26][C:23]1[CH:24]=[CH:25][C:20]([NH:19][C:18]([C:13]2[CH:14]=[CH:15][CH:16]=[CH:17][C:12]=2[NH:11][C:9]([C:6]2[CH:5]=[CH:4][C:3]([CH2:2][NH:1][C:31]3[NH:35][CH2:34][CH2:33][N:32]=3)=[CH:8][CH:7]=2)=[O:10])=[O:27])=[N:21][CH:22]=1. The yield is 0.150. (6) The reactants are C([N:8]1[CH2:13][CH2:12][C:11]([C:15]2[CH:20]=[CH:19][C:18]([O:21]C3CCCCO3)=[CH:17][CH:16]=2)(O)[CH2:10][CH2:9]1)C1C=CC=CC=1.C([SiH](CC)CC)C.O.[C:44](O[C:44]([O:46][C:47]([CH3:50])([CH3:49])[CH3:48])=[O:45])([O:46][C:47]([CH3:50])([CH3:49])[CH3:48])=[O:45]. The catalyst is C(#N)C. The product is [OH:21][C:18]1[CH:19]=[CH:20][C:15]([CH:11]2[CH2:10][CH2:9][N:8]([C:44]([O:46][C:47]([CH3:48])([CH3:49])[CH3:50])=[O:45])[CH2:13][CH2:12]2)=[CH:16][CH:17]=1. The yield is 0.850. (7) The reactants are [F:1][C:2]1[CH:3]=[CH:4][C:5]2[N:6]([C:8]([CH:18]([C:20]3[N:21]([CH3:25])[CH:22]=[CH:23][N:24]=3)O)=[C:9]([C:11]3[CH:16]=[CH:15][C:14]([F:17])=[CH:13][CH:12]=3)[N:10]=2)[CH:7]=1. The catalyst is C(Cl)Cl. The product is [F:1][C:2]1[CH:3]=[CH:4][C:5]2[N:6]([C:8]([CH2:18][C:20]3[N:21]([CH3:25])[CH:22]=[CH:23][N:24]=3)=[C:9]([C:11]3[CH:12]=[CH:13][C:14]([F:17])=[CH:15][CH:16]=3)[N:10]=2)[CH:7]=1. The yield is 0.530. (8) The reactants are [F:1][C:2]([C:5]([C:7](F)(F)F)=[O:6])([F:4])[F:3].FC(F)(F)[C:13]([O:15][C:16](=[O:21])[C:17](F)(F)F)=O.N1C=[CH:28][CH:27]=[CH:26][CH:25]=1.O. The catalyst is C(Cl)Cl. The product is [CH3:13][O:15][C:16](=[O:21])[CH2:17][CH2:25][CH2:26][CH2:27][CH2:28][CH2:7][C:5](=[O:6])[C:2]([F:4])([F:3])[F:1]. The yield is 0.490. (9) The reactants are Br[C:2]1[CH:3]=[C:4]2[C:8](=[CH:9][CH:10]=1)[N:7]([S:11]([CH3:14])(=[O:13])=[O:12])[CH2:6][CH2:5]2.[CH2:15]([O:17][C:18](=[O:22])[CH:19](Cl)[CH3:20])[CH3:16].C(O)(C(F)(F)F)=O.Cl. The catalyst is CN(C=O)C.[Mn].[Ni](Br)Br.N1C=CC=CC=1C1C=CC=CN=1. The product is [CH3:14][S:11]([N:7]1[C:8]2[C:4](=[CH:3][C:2]([CH:19]([CH3:20])[C:18]([O:17][CH2:15][CH3:16])=[O:22])=[CH:10][CH:9]=2)[CH2:5][CH2:6]1)(=[O:13])=[O:12]. The yield is 0.140. (10) The reactants are Br[C:2]1[C:10]([O:11][CH3:12])=[C:9]([C:13]([CH3:16])([CH3:15])[CH3:14])[CH:8]=[C:7]2[C:3]=1[CH2:4][CH:5]([CH3:18])[C:6]2=[O:17].[C:19]([C:23]1[CH:24]=[C:25](B(O)O)[CH:26]=[C:27]([C:29]([CH3:32])([CH3:31])[CH3:30])[CH:28]=1)([CH3:22])([CH3:21])[CH3:20].C([O-])([O-])=O.[Na+].[Na+].C1C=CC(P(C2C=CC=CC=2)C2C=CC=CC=2)=CC=1. The catalyst is CC([O-])=O.CC([O-])=O.[Pd+2].COCCOC.O. The product is [C:13]([C:9]1[CH:8]=[C:7]2[C:3]([CH2:4][CH:5]([CH3:18])[C:6]2=[O:17])=[C:2]([C:25]2[CH:24]=[C:23]([C:19]([CH3:21])([CH3:20])[CH3:22])[CH:28]=[C:27]([C:29]([CH3:32])([CH3:31])[CH3:30])[CH:26]=2)[C:10]=1[O:11][CH3:12])([CH3:16])([CH3:15])[CH3:14]. The yield is 0.430.